Task: Predict which catalyst facilitates the given reaction.. Dataset: Catalyst prediction with 721,799 reactions and 888 catalyst types from USPTO (1) Reactant: [CH3:1][O:2][C:3]1[CH:4]=[C:5]2[C:10](=[CH:11][C:12]=1[O:13][CH3:14])[N:9]=[CH:8][CH:7]=[C:6]2[O:15][C:16]1[C:22]([CH3:23])=[CH:21][C:19]([NH2:20])=[C:18]([CH3:24])[CH:17]=1.C([N:27](CC)CC)C.[C:32](Cl)(Cl)=[S:33].[CH2:36]([N:40]([CH2:45][CH2:46][CH2:47][CH3:48])[CH2:41][CH:42](N)[CH3:43])[CH2:37][CH2:38][CH3:39]. Product: [CH3:1][O:2][C:3]1[CH:4]=[C:5]2[C:10](=[CH:11][C:12]=1[O:13][CH3:14])[N:9]=[CH:8][CH:7]=[C:6]2[O:15][C:16]1[C:22]([CH3:23])=[CH:21][C:19]([NH:20][C:32]([NH:27][CH2:43][CH2:42][CH2:41][N:40]([CH2:36][CH2:37][CH2:38][CH3:39])[CH2:45][CH2:46][CH2:47][CH3:48])=[S:33])=[C:18]([CH3:24])[CH:17]=1. The catalyst class is: 42. (2) Reactant: [NH:1]1[CH:5]=[CH:4][CH:3]=[N:2]1.[H-].[Na+].[CH2:8]([N:15]1[C:23](Br)=[N:22][C:21]2[C:16]1=[N:17][CH:18]=[N:19][C:20]=2[NH2:25])[C:9]1[CH:14]=[CH:13][CH:12]=[CH:11][CH:10]=1.O. Product: [CH2:8]([N:15]1[C:23]([N:1]2[CH:5]=[CH:4][CH:3]=[N:2]2)=[N:22][C:21]2[C:16]1=[N:17][CH:18]=[N:19][C:20]=2[NH2:25])[C:9]1[CH:14]=[CH:13][CH:12]=[CH:11][CH:10]=1. The catalyst class is: 9. (3) Reactant: [Cl:1][CH2:2][C:3](Cl)=[O:4].[CH2:6]([C:10]1[CH:15]=[CH:14][C:13]([O:16][C:17]2[CH:22]=[CH:21][CH:20]=[CH:19][CH:18]=2)=[CH:12][CH:11]=1)[CH2:7][CH2:8][CH3:9].[Al+3].[Cl-].[Cl-].[Cl-]. Product: [CH2:6]([C:10]1[CH:15]=[CH:14][C:13]([O:16][C:17]2[CH:22]=[CH:21][C:20]([C:3](=[O:4])[CH2:2][Cl:1])=[CH:19][CH:18]=2)=[CH:12][CH:11]=1)[CH2:7][CH2:8][CH3:9]. The catalyst class is: 2. (4) Reactant: [CH2:1]([C:3]1[N:4]=[C:5]([CH2:38][CH2:39][CH3:40])[N:6]([CH2:23][C:24]2[CH:29]=[CH:28][C:27]([C:30]3[C:31]([C:36]#[N:37])=[CH:32][CH:33]=[CH:34][CH:35]=3)=[CH:26][CH:25]=2)[C:7](=[O:22])[C:8]=1[C:9]1[CH:10]=[C:11]2[C:16](=[CH:17][CH:18]=1)[O:15][C:14]([CH3:20])([CH3:19])[CH2:13][CH:12]2[OH:21])[CH3:2].[N:41]1C(C)=CC=CC=1C.FC(F)(F)S(O[Si](C(C)C)(C(C)C)C(C)C)(=O)=O.[C:67]([O:70]CC)(=[O:69])C. Product: [CH2:1]([C:3]1[N:4]=[C:5]([CH2:38][CH2:39][CH3:40])[N:6]([CH2:23][C:24]2[CH:25]=[CH:26][C:27]([C:30]3[CH:35]=[CH:34][CH:33]=[CH:32][C:31]=3[C:36]3[NH:41][C:67](=[O:69])[O:70][N:37]=3)=[CH:28][CH:29]=2)[C:7](=[O:22])[C:8]=1[C:9]1[CH:10]=[C:11]2[C:16](=[CH:17][CH:18]=1)[O:15][C:14]([CH3:20])([CH3:19])[CH2:13][CH:12]2[OH:21])[CH3:2]. The catalyst class is: 4. (5) Reactant: [F:1][C:2]([F:14])([C:8]1[CH:13]=[CH:12][N:11]=[CH:10][N:9]=1)[C:3]([O:5]CC)=[O:4].C(O)C.O.[OH-].[Li+]. Product: [F:14][C:2]([F:1])([C:8]1[CH:13]=[CH:12][N:11]=[CH:10][N:9]=1)[C:3]([OH:5])=[O:4]. The catalyst class is: 30.